From a dataset of Forward reaction prediction with 1.9M reactions from USPTO patents (1976-2016). Predict the product of the given reaction. (1) Given the reactants [CH3:1][O:2][C:3]1[CH:11]=[CH:10][C:6]([C:7](O)=[O:8])=[CH:5][C:4]=1/[CH:12]=[CH:13]/[C:14]1[CH:19]=[CH:18][C:17]([C:20]([F:23])([F:22])[F:21])=[CH:16][CH:15]=1.[NH2:24][CH2:25][CH:26]([OH:29])[CH2:27][OH:28], predict the reaction product. The product is: [OH:29][CH:26]([CH2:27][OH:28])[CH2:25][NH:24][C:7](=[O:8])[C:6]1[CH:10]=[CH:11][C:3]([O:2][CH3:1])=[C:4](/[CH:12]=[CH:13]/[C:14]2[CH:15]=[CH:16][C:17]([C:20]([F:21])([F:22])[F:23])=[CH:18][CH:19]=2)[CH:5]=1. (2) Given the reactants Cl[C:2]1[N:7]=[C:6]([NH:8][C:9]2[CH:13]=[C:12]([CH:14]3[CH2:16][CH2:15]3)[NH:11][N:10]=2)[C:5]([N+:17]([O-])=O)=[CH:4][CH:3]=1.[CH2:20]([NH2:30])[C:21]1[CH:29]=[CH:28][C:27]2[O:26][CH2:25][O:24][C:23]=2[CH:22]=1.[C:31]([O-])(O)=O.[Na+].C(O)=O.C([O-])([O-])=O.[Na+].[Na+], predict the reaction product. The product is: [O:26]1[C:27]2[CH:28]=[CH:29][C:21]([CH2:20][NH:30][C:2]3[N:7]=[C:6]4[N:8]([C:9]5[CH:13]=[C:12]([CH:14]6[CH2:16][CH2:15]6)[NH:11][N:10]=5)[CH:31]=[N:17][C:5]4=[CH:4][CH:3]=3)=[CH:22][C:23]=2[O:24][CH2:25]1. (3) Given the reactants Cl.[OH:2][CH:3]1[O:11][C@H:10]([CH2:12][OH:13])[C@@H:8]([OH:9])[C@H:6]([OH:7])[C@H:4]1[NH2:5].C1C(=O)[N:18]([O:21]C(CCC2C=CC(O)=CC=2)=O)C(=O)C1.[CH2:33]1[CH2:37]OC[CH2:34]1.[OH2:38], predict the reaction product. The product is: [CH3:8][CH:6]([OH:7])[CH2:4][N:5]([N:18]=[O:21])[CH2:34][C:33]([CH3:37])=[O:38].[OH:2][CH:3]1[O:11][C@H:10]([CH2:12][OH:13])[C@@H:8]([OH:9])[C@H:6]([OH:7])[C@H:4]1[NH2:5]. (4) Given the reactants [CH3:1][C:2]1[CH:7]=[CH:6][CH:5]=[CH:4][C:3]=1[N:8]=[C:9]=[O:10].Cl[C:12]1[CH:17]=[CH:16][CH:15]=[C:14]([CH3:18])[C:13]=1N=C=O.C1C=C2C(CO[C:37]([NH:39][C@H:40]([C:47]([OH:49])=[O:48])[CH2:41][C:42]3[S:46][CH:45]=[CH:44][CH:43]=3)=[O:38])C3C(C2=CC=1)=CC=CC=3.C1CC[CH:53]([C@H:56]([NH:60]C(OCC2C3C(=CC=CC=3)C3C2=CC=CC=3)=O)[C:57](O)=O)CC1, predict the reaction product. The product is: [CH3:1][C:2]1[CH:7]=[CH:6][CH:5]=[CH:4][C:3]=1[NH:8][C:9]([NH:60][C:56]1[C:53]([C:37]([NH:39][C@H:40]([C:47]([OH:49])=[O:48])[CH2:41][C:42]2[S:46][CH:45]=[CH:44][CH:43]=2)=[O:38])=[CH:18][C:14]2[C:13]([CH:57]=1)=[CH:12][CH:17]=[CH:16][CH:15]=2)=[O:10]. (5) The product is: [O:19]1[C:20]2[C:12]([C:2]([CH3:1])([CH3:11])[CH2:3][C:4]([CH2:6][NH:37][C:32]3[CH:33]=[CH:34][CH:35]=[C:36]4[C:31]=3[CH:30]=[N:29][N:28]4[C:22]3[CH:23]=[CH:24][CH:25]=[CH:26][CH:27]=3)([OH:5])[C:7]([F:8])([F:9])[F:10])=[CH:13][CH:14]=[CH:15][C:16]=2[CH2:17][CH2:18]1. Given the reactants [CH3:1][C:2]([C:12]1[C:20]2[O:19][CH2:18][CH2:17][C:16]=2[CH:15]=[CH:14][CH:13]=1)([CH3:11])[CH2:3][C:4]1([C:7]([F:10])([F:9])[F:8])[CH2:6][O:5]1.Cl.[C:22]1([N:28]2[C:36]3[CH:35]=[CH:34][CH:33]=[C:32]([NH2:37])[C:31]=3[CH:30]=[N:29]2)[CH:27]=[CH:26][CH:25]=[CH:24][CH:23]=1, predict the reaction product. (6) Given the reactants [Br:1][C:2]1[N:6]2[N:7]=[C:8]([NH:11][CH2:12][C@@H:13]3[CH2:17][CH2:16][CH2:15][N:14]3C(OC(C)(C)C)=O)[CH:9]=[CH:10][C:5]2=[N:4][CH:3]=1.C([Cl:28])(=O)C, predict the reaction product. The product is: [Br:1][C:2]1[N:6]2[N:7]=[C:8]([NH:11][CH2:12][C@@H:13]3[CH2:17][CH2:16][CH2:15][NH:14]3)[CH:9]=[CH:10][C:5]2=[N:4][CH:3]=1.[ClH:28].